From a dataset of Orexin1 receptor HTS with 218,158 compounds and 233 confirmed actives. Binary Classification. Given a drug SMILES string, predict its activity (active/inactive) in a high-throughput screening assay against a specified biological target. (1) The molecule is Clc1ccc(CNC(=S)NC(c2cc(OC)ccc2)C)cc1. The result is 0 (inactive). (2) The drug is o1c2c(c(c1C(=O)Nc1c(n(n(c1=O)c1ccccc1)C)C)C)ccc(c2C)C. The result is 0 (inactive).